This data is from Merck oncology drug combination screen with 23,052 pairs across 39 cell lines. The task is: Regression. Given two drug SMILES strings and cell line genomic features, predict the synergy score measuring deviation from expected non-interaction effect. Drug 1: COc1cccc2c1C(=O)c1c(O)c3c(c(O)c1C2=O)CC(O)(C(=O)CO)CC3OC1CC(N)C(O)C(C)O1. Drug 2: COC1CC2CCC(C)C(O)(O2)C(=O)C(=O)N2CCCCC2C(=O)OC(C(C)CC2CCC(OP(C)(C)=O)C(OC)C2)CC(=O)C(C)C=C(C)C(O)C(OC)C(=O)C(C)CC(C)C=CC=CC=C1C. Cell line: NCIH1650. Synergy scores: synergy=41.2.